The task is: Regression. Given a peptide amino acid sequence and an MHC pseudo amino acid sequence, predict their binding affinity value. This is MHC class I binding data.. This data is from Peptide-MHC class I binding affinity with 185,985 pairs from IEDB/IMGT. (1) The peptide sequence is NVISKIYTLI. The MHC is HLA-A02:01 with pseudo-sequence HLA-A02:01. The binding affinity (normalized) is 0.464. (2) The binding affinity (normalized) is 0.0847. The MHC is HLA-B15:01 with pseudo-sequence HLA-B15:01. The peptide sequence is ARYSNFAWY. (3) The peptide sequence is GRIISSTPFA. The MHC is HLA-A30:01 with pseudo-sequence HLA-A30:01. The binding affinity (normalized) is 0.387. (4) The peptide sequence is LMYFHRRDL. The MHC is HLA-B08:01 with pseudo-sequence HLA-B08:01. The binding affinity (normalized) is 0.620. (5) The peptide sequence is KELENEYYF. The MHC is HLA-B40:01 with pseudo-sequence HLA-B40:01. The binding affinity (normalized) is 0.729. (6) The peptide sequence is APFARLLNL. The MHC is HLA-B07:02 with pseudo-sequence HLA-B07:02. The binding affinity (normalized) is 0.637. (7) The peptide sequence is TFVPIAWAAAY. The MHC is HLA-A68:02 with pseudo-sequence HLA-A68:02. The binding affinity (normalized) is 0.0847.